This data is from Reaction yield outcomes from USPTO patents with 853,638 reactions. The task is: Predict the reaction yield, written as a fraction of the theoretical maximum amount of product (1.0 means a 100% yield; for example, 0.34 means a 34% yield). (1) The reactants are [CH3:1][O:2][C:3]1[CH:8]=[CH:7][C:6]([C:9]23[N:30]([C:31]([C:33]4[C:34]([CH3:38])=[N:35][O:36][CH:37]=4)=[O:32])[CH2:29][CH2:28][N:10]2[C:11](=[O:27])[C:12]2[N:13]([CH:15]=[C:16]([N:18]4[CH:22]=[C:21]([Si](C)(C)C)[N:20]=[N:19]4)[CH:17]=2)[CH2:14]3)=[CH:5][CH:4]=1.O.C([O-])(O)=O.[Na+]. The catalyst is C(O)(=O)C.O.C1COCC1. The product is [CH3:1][O:2][C:3]1[CH:4]=[CH:5][C:6]([C:9]23[N:30]([C:31]([C:33]4[C:34]([CH3:38])=[N:35][O:36][CH:37]=4)=[O:32])[CH2:29][CH2:28][N:10]2[C:11](=[O:27])[C:12]2[N:13]([CH:15]=[C:16]([N:18]4[CH:22]=[CH:21][N:20]=[N:19]4)[CH:17]=2)[CH2:14]3)=[CH:7][CH:8]=1. The yield is 0.250. (2) The reactants are [CH2:1]([O:3][C:4]([CH:6]1[C:11](=O)[CH2:10][CH2:9][N:8]([C:13]2[CH:18]=[CH:17][C:16]([O:19][CH3:20])=[C:15]([O:21][CH3:22])[CH:14]=2)[CH2:7]1)=[O:5])[CH3:2].C([O-])(=O)C.[NH4+].C([BH3-])#[N:29].[Na+]. The catalyst is CO.CCOC(C)=O. The product is [CH2:1]([O:3][C:4]([CH:6]1[CH:11]([NH2:29])[CH2:10][CH2:9][N:8]([C:13]2[CH:18]=[CH:17][C:16]([O:19][CH3:20])=[C:15]([O:21][CH3:22])[CH:14]=2)[CH2:7]1)=[O:5])[CH3:2]. The yield is 0.700. (3) The reactants are [CH3:1][O:2][C:3]1[CH:4]=[C:5]2[C:9](=[CH:10][CH:11]=1)[NH:8][C:7]([C:12]([OH:14])=O)=[CH:6]2.O.ON1C2C=CC=CC=2N=N1.Cl.CN(C)CCCN=C=NCC.[NH2:38][C:39]1[CH:44]=[CH:43][C:42]([C:45]2[CH:50]=[CH:49][C:48]([C:51](=[O:61])[CH2:52][C:53]([CH3:60])([CH3:59])[C:54]([O:56]CC)=[O:55])=[CH:47][CH:46]=2)=[CH:41][CH:40]=1. The catalyst is CN(C)C=O.O. The product is [CH3:1][O:2][C:3]1[CH:4]=[C:5]2[C:9](=[CH:10][CH:11]=1)[NH:8][C:7]([C:12]([NH:38][C:39]1[CH:40]=[CH:41][C:42]([C:45]3[CH:50]=[CH:49][C:48]([C:51](=[O:61])[CH2:52][C:53]([CH3:59])([CH3:60])[C:54]([OH:56])=[O:55])=[CH:47][CH:46]=3)=[CH:43][CH:44]=1)=[O:14])=[CH:6]2. The yield is 0.290. (4) The reactants are [C:1]([N:4]1[CH2:9][CH:8]=[C:7]([C:10]2[C:18]3[S:17][C:16]([NH:19][C:20]([N:22]4[CH2:27][CH2:26][O:25][CH2:24][CH2:23]4)=[O:21])=[N:15][C:14]=3[C:13]([O:28][CH3:29])=[CH:12][CH:11]=2)[CH2:6][CH2:5]1)(=[O:3])[CH3:2]. The catalyst is CO.[Pd]. The product is [C:1]([N:4]1[CH2:9][CH2:8][CH:7]([C:10]2[C:18]3[S:17][C:16]([NH:19][C:20]([N:22]4[CH2:27][CH2:26][O:25][CH2:24][CH2:23]4)=[O:21])=[N:15][C:14]=3[C:13]([O:28][CH3:29])=[CH:12][CH:11]=2)[CH2:6][CH2:5]1)(=[O:3])[CH3:2]. The yield is 0.800.